This data is from Catalyst prediction with 721,799 reactions and 888 catalyst types from USPTO. The task is: Predict which catalyst facilitates the given reaction. (1) Reactant: Br[CH2:2][CH2:3][CH2:4][CH2:5][CH2:6][CH2:7][CH:8]=[CH2:9].[I-:10].[Na+]. Product: [I:10][CH2:2][CH2:3][CH2:4][CH2:5][CH2:6][CH2:7][CH:8]=[CH2:9]. The catalyst class is: 131. (2) Reactant: [N:1]1[C:10]2[C:5](=[CH:6][C:7]([C:11]([O:13][CH3:14])=[O:12])=[CH:8][CH:9]=2)[CH:4]=[CH:3][CH:2]=1.[Cl:15]N1C(=O)CCC1=O. Product: [Cl:15][C:3]1[CH:2]=[N:1][C:10]2[C:5]([CH:4]=1)=[CH:6][C:7]([C:11]([O:13][CH3:14])=[O:12])=[CH:8][CH:9]=2. The catalyst class is: 163. (3) Reactant: CCN=C=NCCCN(C)C.Cl.[Cl:13][C:14]1[CH:19]=[C:18]([Cl:20])[CH:17]=[CH:16][C:15]=1[CH2:21][CH2:22][NH:23][C:24]1[N:29]=[C:28]([O:30][CH3:31])[N:27]=[C:26]([C:32]2[CH:33]=[C:34]([C:38]([CH3:43])([CH3:42])[C:39]([OH:41])=O)[CH:35]=[CH:36][CH:37]=2)[CH:25]=1.[CH2:44]([S:46]([NH2:49])(=[O:48])=[O:47])[CH3:45]. Product: [Cl:13][C:14]1[CH:19]=[C:18]([Cl:20])[CH:17]=[CH:16][C:15]=1[CH2:21][CH2:22][NH:23][C:24]1[N:29]=[C:28]([O:30][CH3:31])[N:27]=[C:26]([C:32]2[CH:33]=[C:34]([C:38]([CH3:43])([CH3:42])[C:39]([NH:49][S:46]([CH2:44][CH3:45])(=[O:48])=[O:47])=[O:41])[CH:35]=[CH:36][CH:37]=2)[CH:25]=1. The catalyst class is: 143. (4) Reactant: Cl[C:2]1[C:7]([O:8][C:9]2[CH:14]=[CH:13][CH:12]=[CH:11][C:10]=2[O:15][CH3:16])=[C:6]([Cl:17])[N:5]=[C:4]([CH3:18])[N:3]=1.[K+].[CH:20]([C:23]1[CH:24]=[CH:25][C:26]([S:29]([NH-:32])(=[O:31])=[O:30])=[N:27][CH:28]=1)([CH3:22])[CH3:21]. The catalyst class is: 58. Product: [CH:20]([C:23]1[CH:24]=[CH:25][C:26]([S:29]([NH:32][C:2]2[C:7]([O:8][C:9]3[CH:14]=[CH:13][CH:12]=[CH:11][C:10]=3[O:15][CH3:16])=[C:6]([Cl:17])[N:5]=[C:4]([CH3:18])[N:3]=2)(=[O:31])=[O:30])=[N:27][CH:28]=1)([CH3:22])[CH3:21]. (5) Reactant: [F:1][C:2]1[CH:31]=[C:30]([N+:32]([O-])=O)[CH:29]=[CH:28][C:3]=1[O:4][C:5]1[CH:6]=[C:7]2[C:11](=[CH:12][C:13]=1[NH:14][C:15](=[O:21])[O:16][C:17]([CH3:20])([CH3:19])[CH3:18])[N:10]([CH:22]1[CH2:27][CH2:26][CH2:25][CH2:24][O:23]1)[N:9]=[CH:8]2. Product: [NH2:32][C:30]1[CH:29]=[CH:28][C:3]([O:4][C:5]2[CH:6]=[C:7]3[C:11](=[CH:12][C:13]=2[NH:14][C:15](=[O:21])[O:16][C:17]([CH3:18])([CH3:19])[CH3:20])[N:10]([CH:22]2[CH2:27][CH2:26][CH2:25][CH2:24][O:23]2)[N:9]=[CH:8]3)=[C:2]([F:1])[CH:31]=1. The catalyst class is: 99. (6) Reactant: [NH2:1][CH:2]([C:4]1[CH:5]=[C:6]([NH:10][C:11]2[N:16]=[C:15]([CH2:17][CH2:18][C:19]3[CH:24]=[CH:23][CH:22]=[CH:21][C:20]=3[CH2:25][C:26]([NH2:28])=[O:27])[C:14]([Cl:29])=[CH:13][N:12]=2)[CH:7]=[CH:8][CH:9]=1)[CH3:3].[C:30](OC(=O)C)(=[O:32])[CH3:31].Cl. Product: [C:30]([NH:1][CH:2]([C:4]1[CH:5]=[C:6]([NH:10][C:11]2[N:16]=[C:15]([CH2:17][CH2:18][C:19]3[CH:24]=[CH:23][CH:22]=[CH:21][C:20]=3[CH2:25][C:26]([NH2:28])=[O:27])[C:14]([Cl:29])=[CH:13][N:12]=2)[CH:7]=[CH:8][CH:9]=1)[CH3:3])(=[O:32])[CH3:31]. The catalyst class is: 537. (7) Reactant: [NH2:1][C:2]1[C:3]([C:7]2[N:8]([CH2:35][CH3:36])[C:9]3[CH:14]=[C:13]([O:15][CH2:16][CH2:17][CH2:18][CH2:19][NH:20]C(=O)OC(C)(C)C)[N:12]=[C:11]([C:28]#[C:29][C:30]([OH:33])([CH3:32])[CH3:31])[C:10]=3[N:34]=2)=[N:4][O:5][N:6]=1.Cl. Product: [NH2:20][CH2:19][CH2:18][CH2:17][CH2:16][O:15][C:13]1[N:12]=[C:11]([C:28]#[C:29][C:30]([CH3:31])([OH:33])[CH3:32])[C:10]2[N:34]=[C:7]([C:3]3[C:2]([NH2:1])=[N:6][O:5][N:4]=3)[N:8]([CH2:35][CH3:36])[C:9]=2[CH:14]=1. The catalyst class is: 5.